This data is from Forward reaction prediction with 1.9M reactions from USPTO patents (1976-2016). The task is: Predict the product of the given reaction. (1) Given the reactants C[O:2][C:3]([C:5]1[CH:23]=[CH:22][C:8]2[NH:9][C:10]([CH2:12][O:13][C:14]3[CH:19]=[CH:18][C:17]([Cl:20])=[CH:16][C:15]=3[Cl:21])=[N:11][C:7]=2[CH:6]=1)=O.O.[NH2:25][NH2:26].O, predict the reaction product. The product is: [Cl:21][C:15]1[CH:16]=[C:17]([Cl:20])[CH:18]=[CH:19][C:14]=1[O:13][CH2:12][C:10]1[NH:9][C:8]2[CH:22]=[CH:23][C:5]([C:3]([NH:25][NH2:26])=[O:2])=[CH:6][C:7]=2[N:11]=1. (2) Given the reactants [CH2:1]([O:3][C:4]1[N:8]([CH2:9][C:10]2[CH:15]=[CH:14][C:13]([C:16]3[CH:21]=[CH:20][CH:19]=[CH:18][C:17]=3[C:22]3[N:26]([C:27]([C:40]4[CH:45]=[CH:44][CH:43]=[CH:42][CH:41]=4)([C:34]4[CH:39]=[CH:38][CH:37]=[CH:36][CH:35]=4)[C:28]4[CH:33]=[CH:32][CH:31]=[CH:30][CH:29]=4)[N:25]=[N:24][N:23]=3)=[CH:12][CH:11]=2)[C:7]2[C:46]([C:50]([O:52][C:53]([CH3:68])([O:55][C:56](OC3C=CC([N+]([O-])=O)=CC=3)=[O:57])[CH3:54])=[O:51])=[CH:47][CH:48]=[CH:49][C:6]=2[N:5]=1)[CH3:2].[N+:69]([O:72][CH:73]([CH2:89][O:90][N+:91]([O-:93])=[O:92])[CH2:74][CH2:75][CH2:76][C:77]([O:79][C@@H:80]1[CH2:84][O:83][C@@H:82]2[C@H:85]([OH:88])[CH2:86][O:87][C@H:81]12)=[O:78])([O-:71])=[O:70].CN(C1C=CC=CN=1)C, predict the reaction product. The product is: [CH2:1]([O:3][C:4]1[N:8]([CH2:9][C:10]2[CH:15]=[CH:14][C:13]([C:16]3[CH:21]=[CH:20][CH:19]=[CH:18][C:17]=3[C:22]3[N:26]([C:27]([C:40]4[CH:41]=[CH:42][CH:43]=[CH:44][CH:45]=4)([C:34]4[CH:39]=[CH:38][CH:37]=[CH:36][CH:35]=4)[C:28]4[CH:33]=[CH:32][CH:31]=[CH:30][CH:29]=4)[N:25]=[N:24][N:23]=3)=[CH:12][CH:11]=2)[C:7]2[C:46]([C:50]([O:52][C:53]([O:55][C:56]([O:88][C@@H:85]3[CH2:86][O:87][C@@H:81]4[C@H:80]([O:79][C:77](=[O:78])[CH2:76][CH2:75][CH2:74][CH:73]([O:72][N+:69]([O-:71])=[O:70])[CH2:89][O:90][N+:91]([O-:93])=[O:92])[CH2:84][O:83][C@H:82]34)=[O:57])([CH3:68])[CH3:54])=[O:51])=[CH:47][CH:48]=[CH:49][C:6]=2[N:5]=1)[CH3:2]. (3) Given the reactants [CH:1]([C:4]1[C:13]2[C:8](=[CH:9][C:10]([OH:14])=[CH:11][CH:12]=2)[CH:7]=[C:6]([NH:15][C:16]2[CH:20]=[C:19]([CH3:21])[NH:18][N:17]=2)[N:5]=1)([CH3:3])[CH3:2].Cl[CH2:23][CH2:24][N:25]1[CH2:30][CH2:29][O:28][CH2:27][CH2:26]1, predict the reaction product. The product is: [CH:1]([C:4]1[C:13]2[C:8](=[CH:9][C:10]([O:14][CH2:23][CH2:24][N:25]3[CH2:30][CH2:29][O:28][CH2:27][CH2:26]3)=[CH:11][CH:12]=2)[CH:7]=[C:6]([NH:15][C:16]2[CH:20]=[C:19]([CH3:21])[NH:18][N:17]=2)[N:5]=1)([CH3:3])[CH3:2]. (4) Given the reactants [Br-:1].[Br-].[Br-].C1([N+](C)(C)C)C=CC=CC=1.C1([N+](C)(C)C)C=CC=CC=1.C1([N+](C)(C)C)C=CC=CC=1.[Cl:34][C:35]1[CH:36]=[CH:37][C:38]([OH:44])=[C:39]([C:41](=[O:43])[CH3:42])[CH:40]=1.O, predict the reaction product. The product is: [Br:1][CH2:42][C:41]([C:39]1[CH:40]=[C:35]([Cl:34])[CH:36]=[CH:37][C:38]=1[OH:44])=[O:43]. (5) Given the reactants B([CH:2]1[CH2:7][CH2:6][CH2:5][CH2:4][CH2:3]1)[CH:2]1[CH2:7][CH2:6][CH2:5][CH2:4][CH2:3]1.C#CCCCC.[Zn](CC)CC.[C:25]1([CH3:33])[CH:30]=[CH:29][C:28]([CH:31]=[O:32])=[CH:27][CH:26]=1.CC([O:37]C([C@H](O)[C@@H](O)C(OC(C)C)=O)=O)C, predict the reaction product. The product is: [CH2:2]([CH:7]1[O:37][CH:6]1[CH:31]([C:28]1[CH:29]=[CH:30][C:25]([CH3:33])=[CH:26][CH:27]=1)[OH:32])[CH2:3][CH2:4][CH3:5]. (6) Given the reactants Cl[C:2]1[CH:11]=[CH:10][N:9]=[C:8]2[C:3]=1[CH:4]=[CH:5][C:6]([CH:12]([CH3:14])[CH3:13])=[N:7]2.[CH3:15][C:16]1[CH:17]=[CH:18][C:19]([S:23][C:24]2[CH:29]=[CH:28][CH:27]=[CH:26][CH:25]=2)=[C:20]([NH2:22])[CH:21]=1, predict the reaction product. The product is: [CH:12]([C:6]1[N:7]=[C:8]2[C:3]([C:2]([NH:22][C:20]3[CH:21]=[C:16]([CH3:15])[CH:17]=[CH:18][C:19]=3[S:23][C:24]3[CH:25]=[CH:26][CH:27]=[CH:28][CH:29]=3)=[CH:11][CH:10]=[N:9]2)=[CH:4][CH:5]=1)([CH3:14])[CH3:13]. (7) Given the reactants CI.N[N:4]1[C:22]2([CH2:27][CH2:26][O:25][CH2:24][CH2:23]2)[CH2:21][C:7]2[NH:8][C:9]3[CH:15]=[CH:14][C:13]([O:16][C:17]([F:20])([F:19])[F:18])=[CH:12][C:10]=3[S:11][C:6]=2C1=O.[C:29]([O-:32])([O-])=O.[K+].[K+].C[N:36]([CH:38]=O)[CH3:37], predict the reaction product. The product is: [CH3:38][N:36]([CH3:37])[N:4]1[C:22]2([CH2:27][CH2:26][O:25][CH2:24][CH2:23]2)[CH2:21][C:7]2[NH:8][C:9]3[CH:15]=[CH:14][C:13]([O:16][C:17]([F:18])([F:20])[F:19])=[CH:12][C:10]=3[S:11][C:6]=2[C:29]1=[O:32]. (8) Given the reactants C(OC([N:8]1[CH2:12][CH2:11][CH:10]([NH:13][C:14](=[O:16])[CH3:15])[CH2:9]1)=O)(C)(C)C.[ClH:17], predict the reaction product. The product is: [ClH:17].[NH:8]1[CH2:12][CH2:11][CH:10]([NH:13][C:14](=[O:16])[CH3:15])[CH2:9]1. (9) Given the reactants [CH2:1]([O:3][C:4](=[O:12])[C:5]1[CH:10]=[CH:9][C:8]([NH2:11])=[CH:7][CH:6]=1)[CH3:2].[CH3:13][O:14][C:15](=[O:24])[C:16]1[CH:21]=[CH:20][CH:19]=[C:18]([CH:22]=O)[CH:17]=1.[CH2:25]=[C:26]([CH3:28])[CH3:27].FC(F)(F)S([O-])(=O)=O.[Yb+3].FC(F)(F)S([O-])(=O)=O.FC(F)(F)S([O-])(=O)=O, predict the reaction product. The product is: [CH2:1]([O:3][C:4]([C:5]1[CH:10]=[C:9]2[C:8](=[CH:7][CH:6]=1)[NH:11][CH:22]([C:18]1[CH:19]=[CH:20][CH:21]=[C:16]([C:15]([O:14][CH3:13])=[O:24])[CH:17]=1)[CH2:25][C:26]2([CH3:28])[CH3:27])=[O:12])[CH3:2].